This data is from Catalyst prediction with 721,799 reactions and 888 catalyst types from USPTO. The task is: Predict which catalyst facilitates the given reaction. Reactant: [CH2:1]([O:3][C:4]1[CH:9]=[CH:8][C:7]([N:10]2[C:19](=[O:20])[C:18]3[C:13](=[CH:14][CH:15]=[CH:16][CH:17]=3)[N:12]=[C:11]2[C@H:21]([NH:23][CH2:24][CH:25]2[CH2:30][CH2:29][N:28]([CH:31]([CH3:33])[CH3:32])[CH2:27][CH2:26]2)[CH3:22])=[CH:6][CH:5]=1)[CH3:2].[F:34][C:35]1[CH:40]=[CH:39][C:38]([CH2:41][C:42](O)=[O:43])=[CH:37][C:36]=1[C:45]([F:48])([F:47])[F:46].CN1CCOCC1.ON1C2C=CC=CC=2N=N1.Cl.CN(C)CCCN=C=NCC.C(Cl)CCl. Product: [CH2:1]([O:3][C:4]1[CH:5]=[CH:6][C:7]([N:10]2[C:19](=[O:20])[C:18]3[C:13](=[CH:14][CH:15]=[CH:16][CH:17]=3)[N:12]=[C:11]2[C@H:21]([N:23]([CH2:24][CH:25]2[CH2:30][CH2:29][N:28]([CH:31]([CH3:32])[CH3:33])[CH2:27][CH2:26]2)[C:42](=[O:43])[CH2:41][C:38]2[CH:39]=[CH:40][C:35]([F:34])=[C:36]([C:45]([F:46])([F:48])[F:47])[CH:37]=2)[CH3:22])=[CH:8][CH:9]=1)[CH3:2]. The catalyst class is: 204.